Dataset: Full USPTO retrosynthesis dataset with 1.9M reactions from patents (1976-2016). Task: Predict the reactants needed to synthesize the given product. (1) Given the product [Cl:1][C:2]1[CH:3]=[C:4]([C:5]2[C:6]([C:13]3[CH:18]=[CH:17][CH:16]=[C:15]([O:19][CH3:20])[CH:14]=3)=[CH:7][NH:24][N:23]=2)[C:9]([OH:8])=[CH:10][C:11]=1[OH:12], predict the reactants needed to synthesize it. The reactants are: [Cl:1][C:2]1[CH:3]=[C:4]2[C:9](=[CH:10][C:11]=1[OH:12])[O:8][CH:7]=[C:6]([C:13]1[CH:18]=[CH:17][CH:16]=[C:15]([O:19][CH3:20])[CH:14]=1)[C:5]2=O.O.[NH2:23][NH2:24]. (2) Given the product [CH2:17]([O:19][C:20](=[O:40])/[C:21](=[CH:6]/[C:5]1[CH:8]=[CH:9][C:10]([N:11]2[CH:15]=[C:14]([CH3:16])[N:13]=[CH:12]2)=[C:3]([O:2][CH3:1])[CH:4]=1)/[CH2:22][CH2:23][CH2:24][O:25][CH:26]1[CH2:31][CH2:30][CH2:29][CH2:28][O:27]1)[CH3:18], predict the reactants needed to synthesize it. The reactants are: [CH3:1][O:2][C:3]1[CH:4]=[C:5]([CH:8]=[CH:9][C:10]=1[N:11]1[CH:15]=[C:14]([CH3:16])[N:13]=[CH:12]1)[CH:6]=O.[CH2:17]([O:19][C:20](=[O:40])[CH:21](P(OCC)(OCC)=O)[CH2:22][CH2:23][CH2:24][O:25][CH:26]1[CH2:31][CH2:30][CH2:29][CH2:28][O:27]1)[CH3:18].O.[OH-].[Li+].[Cl-].[NH4+]. (3) Given the product [NH2:20][C:18]1[N:19]=[CH:7][C:6]2[C:5](=[CH:4][C:3]([O:11][CH3:12])=[C:2]([Br:1])[CH:9]=2)[N:17]=1, predict the reactants needed to synthesize it. The reactants are: [Br:1][C:2]1[C:3]([O:11][CH3:12])=[CH:4][C:5](F)=[C:6]([CH:9]=1)[CH:7]=O.C(=O)(O)O.[NH2:17][C:18]([NH2:20])=[NH:19].